Predict which catalyst facilitates the given reaction. From a dataset of Catalyst prediction with 721,799 reactions and 888 catalyst types from USPTO. Reactant: [C:1](OC(=O)C)(=[O:3])[CH3:2].[NH2:8][C@@H:9]1[CH2:14][CH2:13][C@H:12]([N:15]2[C:20](=[O:21])[C:19]3[CH:22]=[C:23]([F:26])[CH:24]=[N:25][C:18]=3[N:17]([C:27]3[CH:28]=[C:29]([C:33]4[CH:38]=[CH:37][CH:36]=[CH:35][C:34]=4[CH2:39][N:40]4[CH2:45][CH2:44][O:43][CH2:42][CH2:41]4)[CH:30]=[CH:31][CH:32]=3)[C:16]2=[O:46])[CH2:11][CH2:10]1.C(N(C(C)C)C(C)C)C. Product: [F:26][C:23]1[CH:24]=[N:25][C:18]2[N:17]([C:27]3[CH:28]=[C:29]([C:33]4[CH:38]=[CH:37][CH:36]=[CH:35][C:34]=4[CH2:39][N:40]4[CH2:45][CH2:44][O:43][CH2:42][CH2:41]4)[CH:30]=[CH:31][CH:32]=3)[C:16](=[O:46])[N:15]([C@@H:12]3[CH2:13][CH2:14][C@H:9]([NH:8][C:1](=[O:3])[CH3:2])[CH2:10][CH2:11]3)[C:20](=[O:21])[C:19]=2[CH:22]=1. The catalyst class is: 5.